From a dataset of Forward reaction prediction with 1.9M reactions from USPTO patents (1976-2016). Predict the product of the given reaction. (1) Given the reactants [Cl:1][C:2]1[CH:7]=[CH:6][C:5]([C:8]2[N:9]=[C:10]([CH3:17])[S:11][C:12]=2[C:13]([O:15]C)=[O:14])=[CH:4][CH:3]=1, predict the reaction product. The product is: [Cl:1][C:2]1[CH:3]=[CH:4][C:5]([C:8]2[N:9]=[C:10]([CH3:17])[S:11][C:12]=2[C:13]([OH:15])=[O:14])=[CH:6][CH:7]=1. (2) Given the reactants Cl.Cl.[NH2:3][CH2:4][C:5](=[O:11])[CH2:6][CH2:7][C:8]([OH:10])=[O:9].N.[N+:13]([O-:16])([OH:15])=[O:14], predict the reaction product. The product is: [N+:13]([O-:16])([OH:15])=[O:14].[NH2:3][CH2:4][C:5](=[O:11])[CH2:6][CH2:7][C:8]([OH:10])=[O:9]. (3) Given the reactants [CH3:1][C:2]1([CH3:14])[O:13][CH:5]2[CH2:6][CH:7]3[CH:11]([CH2:12][CH:4]2[O:3]1)[CH2:10][NH:9][CH2:8]3.[Cl:15]N1C(=O)CCC1=O, predict the reaction product. The product is: [Cl:15][N:9]1[CH2:8][CH:7]2[CH:11]([CH2:12][CH:4]3[O:3][C:2]([CH3:14])([CH3:1])[O:13][CH:5]3[CH2:6]2)[CH2:10]1. (4) Given the reactants [Br:1][C:2]1[CH:7]=[CH:6][C:5]([C:8]2[C:17](=O)[C:16]3[C:11](=[CH:12][C:13]([OH:21])=[C:14]([CH2:19][CH3:20])[CH:15]=3)[O:10][CH:9]=2)=[CH:4][CH:3]=1.O.[NH2:23][NH2:24], predict the reaction product. The product is: [Br:1][C:2]1[CH:7]=[CH:6][C:5]([C:8]2[C:17]([C:16]3[CH:15]=[C:14]([CH2:19][CH3:20])[C:13]([OH:21])=[CH:12][C:11]=3[OH:10])=[N:23][NH:24][CH:9]=2)=[CH:4][CH:3]=1. (5) Given the reactants [NH2:1][C:2]1[CH:7]=[C:6]([Cl:8])[CH:5]=[CH:4][C:3]=1[SH:9].Cl.Cl[CH2:12][C:13]1[N:14]=[CH:15][NH:16][CH:17]=1.[Cl:18][C:19]1[CH:24]=[CH:23][C:22]([S:25](Cl)(=[O:27])=[O:26])=[CH:21][C:20]=1[C:29]([F:32])([F:31])[F:30], predict the reaction product. The product is: [Cl:18][C:19]1[CH:24]=[CH:23][C:22]([S:25]([NH:1][C:2]2[CH:7]=[C:6]([Cl:8])[CH:5]=[CH:4][C:3]=2[S:9][CH2:12][C:13]2[N:14]=[CH:15][NH:16][CH:17]=2)(=[O:26])=[O:27])=[CH:21][C:20]=1[C:29]([F:32])([F:30])[F:31]. (6) Given the reactants [Cl:1][C:2]1[CH:3]=[C:4]([CH:10]([CH2:20][C@H:21]2[CH2:25][CH2:24][CH2:23][O:22]2)[C:11]([NH:13][C:14]2[CH:19]=[N:18][CH:17]=[CH:16][N:15]=2)=[O:12])[CH:5]=[CH:6][C:7]=1[S:8][CH3:9].C(O)=[O:27].OO.[Mn]([O-])(=O)(=O)=O.[K+].[OH2:37], predict the reaction product. The product is: [Cl:1][C:2]1[CH:3]=[C:4]([CH:10]([CH2:20][C@H:21]2[CH2:25][CH2:24][CH2:23][O:22]2)[C:11]([NH:13][C:14]2[CH:19]=[N:18][CH:17]=[CH:16][N:15]=2)=[O:12])[CH:5]=[CH:6][C:7]=1[S:8]([CH3:9])(=[O:27])=[O:37]. (7) Given the reactants [Br:1][C:2]1[CH:7]=[CH:6][N:5]=[C:4]2[NH:8][CH:9]=[CH:10][C:3]=12.O1CCOCC1.[OH-].[Na+].[C:19]1([S:25](Cl)(=[O:27])=[O:26])[CH:24]=[CH:23][CH:22]=[CH:21][CH:20]=1, predict the reaction product. The product is: [Br:1][C:2]1[CH:7]=[CH:6][N:5]=[C:4]2[N:8]([S:25]([C:19]3[CH:24]=[CH:23][CH:22]=[CH:21][CH:20]=3)(=[O:27])=[O:26])[CH:9]=[CH:10][C:3]=12. (8) Given the reactants [Cl:1][C:2]1[CH:27]=[C:26]([Cl:28])[CH:25]=[CH:24][C:3]=1[O:4][C:5]1[CH:10]=[CH:9][CH:8]=[CH:7][C:6]=1[NH:11][S:12]([C:15]1[CH:23]=[CH:22][C:18]([C:19](O)=[O:20])=[CH:17][CH:16]=1)(=[O:14])=[O:13].C(OC([N:36]1[CH2:41][CH2:40][CH:39]([CH2:42][CH2:43][CH2:44][CH2:45][NH2:46])[CH2:38][CH2:37]1)=O)(C)(C)C, predict the reaction product. The product is: [ClH:1].[Cl:1][C:2]1[CH:27]=[C:26]([Cl:28])[CH:25]=[CH:24][C:3]=1[O:4][C:5]1[CH:10]=[CH:9][CH:8]=[CH:7][C:6]=1[NH:11][S:12]([C:15]1[CH:23]=[CH:22][C:18]([C:19]([NH:46][CH2:45][CH2:44][CH2:43][CH2:42][CH:39]2[CH2:38][CH2:37][NH:36][CH2:41][CH2:40]2)=[O:20])=[CH:17][CH:16]=1)(=[O:13])=[O:14].